From a dataset of Full USPTO retrosynthesis dataset with 1.9M reactions from patents (1976-2016). Predict the reactants needed to synthesize the given product. Given the product [CH2:24]([O:23][C:21](=[O:22])[CH2:20][CH2:19][C:14]1([CH2:13][CH2:12][C:10]([C:7]2[CH:8]=[CH:9][C:4]3[N:3]=[CH:2][S:1][C:5]=3[CH:6]=2)=[O:11])[O:18][CH2:17][CH2:16][O:15]1)[CH3:25], predict the reactants needed to synthesize it. The reactants are: [S:1]1[C:5]2[CH:6]=[C:7]([C:10]([CH:12]3[C:21](=[O:22])[CH2:20][CH2:19][C:14]4([O:18][CH2:17][CH2:16][O:15]4)[CH2:13]3)=[O:11])[CH:8]=[CH:9][C:4]=2[N:3]=[CH:2]1.[O-:23][CH2:24][CH3:25].[Na+].